Dataset: Catalyst prediction with 721,799 reactions and 888 catalyst types from USPTO. Task: Predict which catalyst facilitates the given reaction. (1) Reactant: C([O:4][CH:5]1[C:14]2[C:9](=[CH:10][CH:11]=[CH:12][CH:13]=2)[N:8]([C:15](=[O:17])[CH3:16])[CH:7]([CH:18]2[CH2:20][CH2:19]2)[CH:6]1[CH3:21])(=O)C.[OH-].[K+]. Product: [CH:18]1([C@H:7]2[C@H:6]([CH3:21])[C@@H:5]([OH:4])[C:14]3[C:9](=[CH:10][CH:11]=[CH:12][CH:13]=3)[N:8]2[C:15](=[O:17])[CH3:16])[CH2:19][CH2:20]1. The catalyst class is: 511. (2) Reactant: [C:1]([O:5][C:6]([NH:8][C@@H:9]1[CH2:11][C@H:10]1[C:12]1[CH:22]=[CH:21][C:15]([C:16]([O:18]CC)=[O:17])=[CH:14][CH:13]=1)=[O:7])([CH3:4])([CH3:3])[CH3:2].[OH-].[Na+].O.C(OCC)(=O)C. Product: [C:1]([O:5][C:6]([NH:8][C@@H:9]1[CH2:11][C@H:10]1[C:12]1[CH:13]=[CH:14][C:15]([C:16]([OH:18])=[O:17])=[CH:21][CH:22]=1)=[O:7])([CH3:4])([CH3:2])[CH3:3]. The catalyst class is: 8.